The task is: Predict the reaction yield, written as a fraction of the theoretical maximum amount of product (1.0 means a 100% yield; for example, 0.34 means a 34% yield).. This data is from Reaction yield outcomes from USPTO patents with 853,638 reactions. (1) The reactants are C[Si]([N-][Si](C)(C)C)(C)C.[Na+].[NH2:11][C:12]1[N:16](C(OC(C)(C)C)=O)[N:15]=[C:14]([CH2:24][CH2:25][C:26]2[CH:31]=[C:30]([O:32][CH3:33])[CH:29]=[C:28]([O:34][CH3:35])[CH:27]=2)[CH:13]=1.[CH2:36]1[CH:41]2[CH2:42][CH2:43][CH2:44][CH2:45][N:40]2[CH2:39][CH2:38][N:37]1[C:46]1[CH:55]=[CH:54][C:49]([C:50](OC)=[O:51])=[CH:48][CH:47]=1. The catalyst is C1COCC1. The product is [CH2:36]1[CH:41]2[CH2:42][CH2:43][CH2:44][CH2:45][N:40]2[CH2:39][CH2:38][N:37]1[C:46]1[CH:55]=[CH:54][C:49]([C:50]([NH:11][C:12]2[NH:16][N:15]=[C:14]([CH2:24][CH2:25][C:26]3[CH:27]=[C:28]([O:34][CH3:35])[CH:29]=[C:30]([O:32][CH3:33])[CH:31]=3)[CH:13]=2)=[O:51])=[CH:48][CH:47]=1. The yield is 0.0900. (2) The reactants are [Br:1][C:2]1[CH:3]=[C:4]2[C:8](=[CH:9][CH:10]=1)[C:7](=[O:11])[CH2:6][CH2:5]2.[BH4-].[Na+]. The catalyst is C(O)C. The product is [Br:1][C:2]1[CH:3]=[C:4]2[C:8](=[CH:9][CH:10]=1)[CH:7]([OH:11])[CH2:6][CH2:5]2. The yield is 0.900. (3) The reactants are [CH3:1][NH:2][C:3](=[O:14])[C:4]1[CH:9]=[CH:8][C:7]([N+:10]([O-])=O)=[CH:6][C:5]=1[F:13]. The catalyst is C(OCC)(=O)C.C(O)(=O)C.[Fe]. The product is [CH3:1][NH:2][C:3](=[O:14])[C:4]1[CH:9]=[CH:8][C:7]([NH2:10])=[CH:6][C:5]=1[F:13]. The yield is 0.920.